Predict the reactants needed to synthesize the given product. From a dataset of Full USPTO retrosynthesis dataset with 1.9M reactions from patents (1976-2016). (1) Given the product [CH:33]1([NH:36][C:17](=[O:19])[CH:16]([OH:20])[CH:15]([NH:14][C:12](=[O:13])[C:11]2[CH:28]=[CH:29][CH:30]=[N:31][C:10]=2[N:2]2[CH:3]=[C:4]3[C:9]([CH2:8][CH2:7][CH2:6][CH2:5]3)=[N:1]2)[CH2:21][C:22]2[CH:23]=[CH:24][CH:25]=[CH:26][CH:27]=2)[CH2:35][CH2:34]1, predict the reactants needed to synthesize it. The reactants are: [N:1]1[N:2]([C:10]2[N:31]=[CH:30][CH:29]=[CH:28][C:11]=2[C:12]([NH:14][CH:15]([CH2:21][C:22]2[CH:27]=[CH:26][CH:25]=[CH:24][CH:23]=2)[CH:16]([OH:20])[C:17]([OH:19])=O)=[O:13])[CH:3]=[C:4]2[C:9]=1[CH2:8][CH2:7][CH2:6][CH2:5]2.Cl.[CH:33]1([NH2:36])[CH2:35][CH2:34]1. (2) Given the product [F:23][C:24]([F:33])([F:34])[C:25]1[CH:26]=[C:27]([CH:30]=[CH:31][CH:32]=1)[CH:28]=[N:16][NH:15][C:13]([C:12]1[C:7]([C:4]2[CH:5]=[CH:6][N:1]=[CH:2][CH:3]=2)=[N:8][C:9]([C:17]2[CH:22]=[CH:21][CH:20]=[CH:19][N:18]=2)=[N:10][CH:11]=1)=[O:14], predict the reactants needed to synthesize it. The reactants are: [N:1]1[CH:6]=[CH:5][C:4]([C:7]2[C:12]([C:13]([NH:15][NH2:16])=[O:14])=[CH:11][N:10]=[C:9]([C:17]3[CH:22]=[CH:21][CH:20]=[CH:19][N:18]=3)[N:8]=2)=[CH:3][CH:2]=1.[F:23][C:24]([F:34])([F:33])[C:25]1[CH:26]=[C:27]([CH:30]=[CH:31][CH:32]=1)[CH:28]=O. (3) Given the product [CH:27]1([NH:30][C:24]([C:23]2[CH:22]=[N:21][N:18]3[CH:19]=[CH:20][C:15]([N:11]4[CH2:12][CH2:13][CH2:14][C@@H:10]4[C:4]4[C:5]([O:8][CH3:9])=[N:6][CH:7]=[C:2]([F:1])[CH:3]=4)=[N:16][C:17]=23)=[O:25])[CH2:29][CH2:28]1, predict the reactants needed to synthesize it. The reactants are: [F:1][C:2]1[CH:3]=[C:4]([C@H:10]2[CH2:14][CH2:13][CH2:12][N:11]2[C:15]2[CH:20]=[CH:19][N:18]3[N:21]=[CH:22][C:23]([C:24](O)=[O:25])=[C:17]3[N:16]=2)[C:5]([O:8][CH3:9])=[N:6][CH:7]=1.[CH:27]1([NH2:30])[CH2:29][CH2:28]1. (4) Given the product [Br:1][CH2:2][C:3]1[CH:4]=[CH:5][C:6]([C:7]([NH:12][CH2:13][CH:14]2[CH2:16][CH2:15]2)=[O:9])=[CH:10][CH:11]=1, predict the reactants needed to synthesize it. The reactants are: [Br:1][CH2:2][C:3]1[CH:11]=[CH:10][C:6]([C:7]([OH:9])=O)=[CH:5][CH:4]=1.[NH2:12][CH2:13][CH:14]1[CH2:16][CH2:15]1.Cl.CN(C)CCCN=C=NCC. (5) Given the product [CH2:13]([C:15]1[CH:21]=[CH:20][CH:19]=[C:18]([CH2:22][CH3:23])[C:16]=1[N:17]=[C:10]([C:6]1[N:5]=[C:4]([C:1](=[O:3])[CH3:2])[CH:9]=[CH:8][CH:7]=1)[CH3:11])[CH3:14], predict the reactants needed to synthesize it. The reactants are: [C:1]([C:4]1[CH:9]=[CH:8][CH:7]=[C:6]([C:10](=O)[CH3:11])[N:5]=1)(=[O:3])[CH3:2].[CH2:13]([C:15]1[CH:21]=[CH:20][CH:19]=[C:18]([CH2:22][CH3:23])[C:16]=1[NH2:17])[CH3:14].C(O)=O. (6) Given the product [Cl:24][C:21]1[CH:22]=[CH:23][C:18]([CH:12]2[N:11]([C:9]([O:8][CH2:1][C:2]3[CH:7]=[CH:6][CH:5]=[CH:4][CH:3]=3)=[O:10])[CH2:16][C:15]3[CH:48]=[N:49][NH:50][C:14]=3[CH2:13]2)=[CH:19][CH:20]=1, predict the reactants needed to synthesize it. The reactants are: [CH2:1]([O:8][C:9]([N:11]1[CH2:16][CH2:15][C:14](=O)[CH2:13][CH:12]1[C:18]1[CH:23]=[CH:22][C:21]([Cl:24])=[CH:20][CH:19]=1)=[O:10])[C:2]1[CH:7]=[CH:6][CH:5]=[CH:4][CH:3]=1.ClC1C=CC(C2N(S(C3C=CC(Cl)=CC=3)(=O)=O)CC3[CH:48]=[N:49][NH:50]C=3C2)=CC=1.O.NN.N1CCC(=O)CC1. (7) Given the product [F:1][C:2]1[CH:3]=[C:4]([C@H:9]([C:46]2[CH:51]=[CH:50][C:49]([F:52])=[CH:48][CH:47]=2)[CH2:10][C:11]([NH:13][C:14]2[CH:15]=[N:16][CH:17]=[C:18]([F:45])[C:19]=2[CH2:20][CH2:21][C@@H:22]2[NH:23][CH2:24][CH2:25][N:26]([C:28]([O:30][C:31]([CH3:34])([CH3:32])[CH3:33])=[O:29])[CH2:27]2)=[O:12])[CH:5]=[C:6]([F:8])[CH:7]=1, predict the reactants needed to synthesize it. The reactants are: [F:1][C:2]1[CH:3]=[C:4]([C@H:9]([C:46]2[CH:51]=[CH:50][C:49]([F:52])=[CH:48][CH:47]=2)[CH2:10][C:11]([NH:13][C:14]2[CH:15]=[N:16][CH:17]=[C:18]([F:45])[C:19]=2[C:20]#[C:21][C@H:22]2[CH2:27][N:26]([C:28]([O:30][C:31]([CH3:34])([CH3:33])[CH3:32])=[O:29])[CH2:25][CH2:24][N:23]2C(OCC2C=CC=CC=2)=O)=[O:12])[CH:5]=[C:6]([F:8])[CH:7]=1.[H][H].